The task is: Regression. Given two drug SMILES strings and cell line genomic features, predict the synergy score measuring deviation from expected non-interaction effect.. This data is from NCI-60 drug combinations with 297,098 pairs across 59 cell lines. Drug 1: CN(C)N=NC1=C(NC=N1)C(=O)N. Drug 2: C1=NC2=C(N1)C(=S)N=C(N2)N. Cell line: RPMI-8226. Synergy scores: CSS=60.7, Synergy_ZIP=-3.15, Synergy_Bliss=-5.00, Synergy_Loewe=-25.8, Synergy_HSA=-3.63.